This data is from HIV replication inhibition screening data with 41,000+ compounds from the AIDS Antiviral Screen. The task is: Binary Classification. Given a drug SMILES string, predict its activity (active/inactive) in a high-throughput screening assay against a specified biological target. (1) The drug is N#CC12C(=O)NC(=O)C1(C#N)C1C=CC2CC1. The result is 0 (inactive). (2) The drug is FC(F)(F)C1(C(F)(F)F)OC(Cl)(Cl)C(Cl)(Cl)O1. The result is 0 (inactive). (3) The molecule is OCC1=CCC2c3[nH]c4ccccc4c3CCN2C1. The result is 0 (inactive). (4) The drug is CC(C)(C)N1NC1C1NN1C(C)(C)C. The result is 0 (inactive). (5) The drug is Cc1cc(N=O)cc(C)c1O. The result is 0 (inactive).